From a dataset of Full USPTO retrosynthesis dataset with 1.9M reactions from patents (1976-2016). Predict the reactants needed to synthesize the given product. (1) Given the product [S:83]([OH:86])(=[O:85])(=[O:84])[CH3:82].[NH2:1][CH2:2][CH2:3][CH2:4][N:5]([C@@H:15]([C:19]1[N:28]([CH2:29][C:30]2[CH:31]=[CH:32][CH:33]=[CH:34][CH:35]=2)[C:27](=[O:36])[C:26]2[C:21](=[CH:22][C:23]([Cl:37])=[CH:24][CH:25]=2)[N:20]=1)[CH:16]([CH3:17])[CH3:18])[C:6](=[O:14])[C:7]1[CH:8]=[CH:9][C:10]([CH3:13])=[CH:11][CH:12]=1, predict the reactants needed to synthesize it. The reactants are: [NH2:1][CH2:2][CH2:3][CH2:4][N:5]([C@@H:15]([C:19]1[N:28]([CH2:29][C:30]2[CH:35]=[CH:34][CH:33]=[CH:32][CH:31]=2)[C:27](=[O:36])[C:26]2[C:21](=[CH:22][C:23]([Cl:37])=[CH:24][CH:25]=2)[N:20]=1)[CH:16]([CH3:18])[CH3:17])[C:6](=[O:14])[C:7]1[CH:12]=[CH:11][C:10]([CH3:13])=[CH:9][CH:8]=1.C(OC(=O)NCCCN(C(C1N(CC2C=CC=CC=2)C(=O)C2C(=CC(Cl)=CC=2)N=1)C(C)C)C(=O)C1C=CC(C)=CC=1)(C)(C)C.[CH3:82][S:83]([OH:86])(=[O:85])=[O:84]. (2) Given the product [CH2:17]([O:7][C:5]1[CH:6]=[C:1]([OH:9])[CH:2]=[C:3]([OH:8])[CH:4]=1)[CH3:18], predict the reactants needed to synthesize it. The reactants are: [C:1]1([OH:9])[CH:6]=[C:5]([OH:7])[CH:4]=[C:3]([OH:8])[CH:2]=1.C([O-])([O-])=O.[K+].[K+].I[CH2:17][CH3:18]. (3) The reactants are: [CH3:1][O:2][C:3]([C:5]1[S:6][C:7]([S:21][CH3:22])=[C:8]([S:10]([C:13]2[CH:14]=[N:15][C:16]([NH2:20])=[C:17](Br)[CH:18]=2)(=[O:12])=[O:11])[CH:9]=1)=[O:4].[CH3:23][C:24]1[CH:29]=[CH:28][CH:27]=[CH:26][C:25]=1B(O)O.C([O-])([O-])=O.[Na+].[Na+].C(O)C. Given the product [CH3:1][O:2][C:3]([C:5]1[S:6][C:7]([S:21][CH3:22])=[C:8]([S:10]([C:13]2[CH:14]=[N:15][C:16]([NH2:20])=[C:17]([C:25]3[CH:26]=[CH:27][CH:28]=[CH:29][C:24]=3[CH3:23])[CH:18]=2)(=[O:12])=[O:11])[CH:9]=1)=[O:4], predict the reactants needed to synthesize it. (4) Given the product [Cl:23][C:24]1[CH:29]=[C:28]([O:30][CH3:31])[CH:27]=[CH:26][C:25]=1[C:32]1[N:37]([CH2:8][CH2:9][OH:10])[C:36](=[O:38])[C:35]2=[C:39]([CH:43]([CH2:46][CH3:47])[CH2:44][CH3:45])[CH:40]=[C:41]([CH3:42])[N:34]2[N:33]=1, predict the reactants needed to synthesize it. The reactants are: C(=O)([O-])[O-].[K+].[K+].Br[CH2:8][CH2:9][O:10]C1CCCCO1.[I-].C([NH3+])CCC.[Cl:23][C:24]1[CH:29]=[C:28]([O:30][CH3:31])[CH:27]=[CH:26][C:25]=1[C:32]1[NH:37][C:36](=[O:38])[C:35]2=[C:39]([CH:43]([CH2:46][CH3:47])[CH2:44][CH3:45])[CH:40]=[C:41]([CH3:42])[N:34]2[N:33]=1. (5) Given the product [C:12]([O:11][C:9]([N:1]([CH3:16])[C@H:2]([CH2:3][CH3:5])[C:6]([OH:8])=[O:7])=[O:10])([CH3:13])([CH3:14])[CH3:15], predict the reactants needed to synthesize it. The reactants are: [NH:1]([C:9]([O:11][C:12]([CH3:15])([CH3:14])[CH3:13])=[O:10])[C@@H:2]([C:6]([OH:8])=[O:7])[CH:3]([CH3:5])C.[CH3:16]I.[H-].[Na+].